Dataset: Forward reaction prediction with 1.9M reactions from USPTO patents (1976-2016). Task: Predict the product of the given reaction. The product is: [Br:20][C:18]1[CH:17]=[CH:16][C:13]2[C:14]3[N:15]=[C:6]([C:4]([OH:5])=[O:3])[S:7][C:8]=3[CH2:9][CH2:10][O:11][C:12]=2[CH:19]=1. Given the reactants C([O:3][C:4]([C:6]1[S:7][C:8]2[CH2:9][CH2:10][O:11][C:12]3[CH:19]=[C:18]([Br:20])[CH:17]=[CH:16][C:13]=3[C:14]=2[N:15]=1)=[O:5])C.[OH-].[Na+].CO.Cl, predict the reaction product.